From a dataset of Full USPTO retrosynthesis dataset with 1.9M reactions from patents (1976-2016). Predict the reactants needed to synthesize the given product. (1) Given the product [Cl:1][C:2]1[CH:3]=[C:4]([CH:8]=[CH:9][C:10]=1[O:11][CH2:12][C:13]1[CH:14]=[N:15][C:16]([O:20][CH3:21])=[C:17]([Cl:19])[CH:18]=1)[C:5]([NH:7][S:33]([CH3:32])(=[O:35])=[O:34])=[O:6], predict the reactants needed to synthesize it. The reactants are: [Cl:1][C:2]1[CH:3]=[C:4]([CH:8]=[CH:9][C:10]=1[O:11][CH2:12][C:13]1[CH:14]=[N:15][C:16]([O:20][CH3:21])=[C:17]([Cl:19])[CH:18]=1)[C:5]([NH2:7])=[O:6].C[Si](C)(C)[N-][Si](C)(C)C.[Li+].[CH3:32][S:33](Cl)(=[O:35])=[O:34]. (2) Given the product [F:19][C:8]1[CH:9]=[C:10]2[C:5](=[CH:6][CH:7]=1)[NH:4][C:3](=[O:18])[C:2]([OH:1])=[C:11]2[C:12]([O:14][CH2:15][CH3:16])=[O:13], predict the reactants needed to synthesize it. The reactants are: [OH:1][C:2]1[C:3](=[O:18])[N:4](C)[C:5]2[C:10]([C:11]=1[C:12]([O:14][CH2:15][CH3:16])=[O:13])=[CH:9][CH:8]=[CH:7][CH:6]=2.[F:19]C1C=C2C(=CC=1)NC(=O)C2=O. (3) The reactants are: [Cl:1][C:2]1[CH:7]=[C:6](I)[CH:5]=[CH:4][C:3]=1[O:9][C:10]([F:13])([F:12])[F:11].Br[C:15]([F:22])([F:21])[C:16]([O:18][CH2:19][CH3:20])=[O:17].[Cl-].[NH4+]. Given the product [Cl:1][C:2]1[CH:7]=[C:6]([C:15]([F:22])([F:21])[C:16]([O:18][CH2:19][CH3:20])=[O:17])[CH:5]=[CH:4][C:3]=1[O:9][C:10]([F:13])([F:12])[F:11], predict the reactants needed to synthesize it. (4) Given the product [CH3:14][O:1][C:2]1[CH:3]=[C:4]([CH:8]=[CH:9][C:10]=1[N+:11]([O-:13])=[O:12])[C:5]([O:26][CH3:25])=[O:6], predict the reactants needed to synthesize it. The reactants are: [OH:1][C:2]1[CH:3]=[C:4]([CH:8]=[CH:9][C:10]=1[N+:11]([O-:13])=[O:12])[C:5](O)=[O:6].[C:14]([O-])([O-])=O.[K+].[K+].CI.CN([CH:25]=[O:26])C. (5) Given the product [CH2:1]([O:8][CH2:9][CH2:10][CH2:11][CH2:12][C@H:13]1[CH2:14][O:15][CH2:16][C:17](=[O:19])[N:18]1[C:25]([O:24][C:20]([CH3:23])([CH3:22])[CH3:21])=[O:26])[C:2]1[CH:3]=[CH:4][CH:5]=[CH:6][CH:7]=1, predict the reactants needed to synthesize it. The reactants are: [CH2:1]([O:8][CH2:9][CH2:10][CH2:11][CH2:12][C@@H:13]1[NH:18][C:17](=[O:19])[CH2:16][O:15][CH2:14]1)[C:2]1[CH:7]=[CH:6][CH:5]=[CH:4][CH:3]=1.[C:20]([O:24][C:25](O[C:25]([O:24][C:20]([CH3:23])([CH3:22])[CH3:21])=[O:26])=[O:26])([CH3:23])([CH3:22])[CH3:21].N1C=CN=C1. (6) Given the product [CH3:1][C:2]1([CH3:27])[CH:11]=[CH:10][C:9]2[C:4](=[CH:5][CH:6]=[C:7]([C:12](=[O:26])[CH:13]([OH:41])[C:14]3[CH:19]=[C:18]([O:20][CH3:21])[C:17]([O:22][CH3:23])=[C:16]([O:24][CH3:25])[CH:15]=3)[CH:8]=2)[O:3]1, predict the reactants needed to synthesize it. The reactants are: [CH3:1][C:2]1([CH3:27])[CH2:11][CH2:10][C:9]2[C:4](=[CH:5][CH:6]=[C:7]([C:12](=[O:26])[CH2:13][C:14]3[CH:19]=[C:18]([O:20][CH3:21])[C:17]([O:22][CH3:23])=[C:16]([O:24][CH3:25])[CH:15]=3)[CH:8]=2)[O:3]1.C[Si]([N-][Si](C)(C)C)(C)C.[Na+].C1C[O:41]CC1. (7) Given the product [F:63][C:46]1[CH:45]=[C:44]([N:40]2[CH2:39][C@H:38]([CH2:37][NH:36][C:33](=[O:35])[CH3:34])[O:42][C:41]2=[O:43])[CH:49]=[CH:48][C:47]=1[C:50]1[S:51][CH:52]([CH2:57][CH2:58][OH:59])[C:53](=[O:56])[NH:54][N:55]=1, predict the reactants needed to synthesize it. The reactants are: FC(F)(F)C(O)=O.NC[C@@H]1OC(=O)N(C2C=CC(C3SC(CCO)C(=O)NN=3)=C(F)C=2)C1.[C:33]([NH:36][CH2:37][C@@H:38]1[O:42][C:41](=[O:43])[N:40]([C:44]2[CH:49]=[CH:48][C:47]([C:50]3[S:51][CH:52]([CH2:57][CH2:58][O:59]C(=O)C)[C:53](=[O:56])[NH:54][N:55]=3)=[C:46]([F:63])[CH:45]=2)[CH2:39]1)(=[O:35])[CH3:34].